The task is: Predict the product of the given reaction.. This data is from Forward reaction prediction with 1.9M reactions from USPTO patents (1976-2016). (1) Given the reactants II.Br[CH2:4][C:5]([O:7][CH2:8][CH3:9])=[O:6].[C:10]([N:17]1[CH2:22][CH2:21][C:20](=[O:23])[CH2:19][CH2:18]1)([O:12][C:13]([CH3:16])([CH3:15])[CH3:14])=[O:11].C(=O)(O)[O-].[Na+], predict the reaction product. The product is: [CH2:8]([O:7][C:5](=[O:6])[CH2:4][C:20]1([OH:23])[CH2:19][CH2:18][N:17]([C:10]([O:12][C:13]([CH3:15])([CH3:14])[CH3:16])=[O:11])[CH2:22][CH2:21]1)[CH3:9]. (2) Given the reactants Br[C:2]1[O:6][C:5]([CH3:7])=[C:4]([CH:8]=[O:9])[CH:3]=1.[CH3:10][S:11]([C:14]1[CH:19]=[CH:18][C:17](B(O)O)=[CH:16][CH:15]=1)(=[O:13])=[O:12].C(=O)([O-])[O-].[Na+].[Na+].COCCOC, predict the reaction product. The product is: [CH3:7][C:5]1[O:6][C:2]([C:17]2[CH:18]=[CH:19][C:14]([S:11]([CH3:10])(=[O:13])=[O:12])=[CH:15][CH:16]=2)=[CH:3][C:4]=1[CH:8]=[O:9].